Predict the product of the given reaction. From a dataset of Forward reaction prediction with 1.9M reactions from USPTO patents (1976-2016). Given the reactants [OH:1][CH2:2][CH2:3][CH:4]1[CH2:9][CH2:8][N:7]([CH2:10][C:11]#[N:12])[CH2:6][CH2:5]1.[H-].[H-].[H-].[H-].[Li+].[Al+3].[OH-].[Na+].[ClH:21], predict the reaction product. The product is: [ClH:21].[NH2:12][CH2:11][CH2:10][N:7]1[CH2:6][CH2:5][CH:4]([CH2:3][CH2:2][OH:1])[CH2:9][CH2:8]1.